The task is: Regression. Given two drug SMILES strings and cell line genomic features, predict the synergy score measuring deviation from expected non-interaction effect.. This data is from NCI-60 drug combinations with 297,098 pairs across 59 cell lines. (1) Drug 1: C1CC(=O)NC(=O)C1N2C(=O)C3=CC=CC=C3C2=O. Drug 2: CC1=C(C(=O)C2=C(C1=O)N3CC4C(C3(C2COC(=O)N)OC)N4)N. Cell line: LOX IMVI. Synergy scores: CSS=34.8, Synergy_ZIP=2.23, Synergy_Bliss=2.12, Synergy_Loewe=-20.0, Synergy_HSA=-0.209. (2) Drug 1: C1C(C(OC1N2C=C(C(=O)NC2=O)F)CO)O. Drug 2: C(CN)CNCCSP(=O)(O)O. Synergy scores: CSS=19.1, Synergy_ZIP=-2.69, Synergy_Bliss=4.94, Synergy_Loewe=6.04, Synergy_HSA=5.34. Cell line: UO-31. (3) Drug 1: C1=CC(=CC=C1CCC2=CNC3=C2C(=O)NC(=N3)N)C(=O)NC(CCC(=O)O)C(=O)O. Drug 2: CCN(CC)CCNC(=O)C1=C(NC(=C1C)C=C2C3=C(C=CC(=C3)F)NC2=O)C. Cell line: 786-0. Synergy scores: CSS=20.9, Synergy_ZIP=0.0893, Synergy_Bliss=3.76, Synergy_Loewe=-6.79, Synergy_HSA=1.12. (4) Drug 1: C1=CC(=CC=C1CCCC(=O)O)N(CCCl)CCCl. Drug 2: COC1=C2C(=CC3=C1OC=C3)C=CC(=O)O2. Cell line: NCI-H322M. Synergy scores: CSS=-8.97, Synergy_ZIP=0.778, Synergy_Bliss=-7.90, Synergy_Loewe=-9.74, Synergy_HSA=-10.3. (5) Drug 1: C#CCC(CC1=CN=C2C(=N1)C(=NC(=N2)N)N)C3=CC=C(C=C3)C(=O)NC(CCC(=O)O)C(=O)O. Drug 2: CC1C(C(CC(O1)OC2CC(CC3=C2C(=C4C(=C3O)C(=O)C5=C(C4=O)C(=CC=C5)OC)O)(C(=O)CO)O)N)O.Cl. Cell line: A498. Synergy scores: CSS=33.5, Synergy_ZIP=-6.05, Synergy_Bliss=-5.08, Synergy_Loewe=-2.07, Synergy_HSA=-1.61. (6) Drug 1: N.N.Cl[Pt+2]Cl. Drug 2: CC1C(C(CC(O1)OC2CC(CC3=C2C(=C4C(=C3O)C(=O)C5=CC=CC=C5C4=O)O)(C(=O)C)O)N)O. Cell line: A498. Synergy scores: CSS=65.9, Synergy_ZIP=-3.77, Synergy_Bliss=-3.79, Synergy_Loewe=-51.0, Synergy_HSA=-1.60. (7) Drug 1: CC12CCC3C(C1CCC2=O)CC(=C)C4=CC(=O)C=CC34C. Drug 2: C1=CN(C=N1)CC(O)(P(=O)(O)O)P(=O)(O)O. Cell line: SF-539. Synergy scores: CSS=6.75, Synergy_ZIP=-16.8, Synergy_Bliss=-32.2, Synergy_Loewe=-30.7, Synergy_HSA=-30.7. (8) Drug 1: COC1=C(C=C2C(=C1)N=CN=C2NC3=CC(=C(C=C3)F)Cl)OCCCN4CCOCC4. Drug 2: C(CN)CNCCSP(=O)(O)O. Cell line: SNB-19. Synergy scores: CSS=3.96, Synergy_ZIP=2.07, Synergy_Bliss=6.75, Synergy_Loewe=-5.00, Synergy_HSA=-0.357. (9) Drug 1: COC1=NC(=NC2=C1N=CN2C3C(C(C(O3)CO)O)O)N. Drug 2: CCC1(C2=C(COC1=O)C(=O)N3CC4=CC5=C(C=CC(=C5CN(C)C)O)N=C4C3=C2)O.Cl. Cell line: BT-549. Synergy scores: CSS=11.9, Synergy_ZIP=3.95, Synergy_Bliss=3.72, Synergy_Loewe=-17.6, Synergy_HSA=-0.734. (10) Drug 1: CN1C(=O)N2C=NC(=C2N=N1)C(=O)N. Drug 2: CCC1(CC2CC(C3=C(CCN(C2)C1)C4=CC=CC=C4N3)(C5=C(C=C6C(=C5)C78CCN9C7C(C=CC9)(C(C(C8N6C)(C(=O)OC)O)OC(=O)C)CC)OC)C(=O)OC)O.OS(=O)(=O)O. Cell line: SK-MEL-28. Synergy scores: CSS=-1.63, Synergy_ZIP=1.49, Synergy_Bliss=1.39, Synergy_Loewe=0.415, Synergy_HSA=-1.52.